From a dataset of Reaction yield outcomes from USPTO patents with 853,638 reactions. Predict the reaction yield, written as a fraction of the theoretical maximum amount of product (1.0 means a 100% yield; for example, 0.34 means a 34% yield). (1) The reactants are [H-].[Na+].[Br:3][C:4]1[CH:5]=[CH:6][C:7]([CH:10]([OH:15])[C:11]([F:14])([F:13])[F:12])=[N:8][CH:9]=1.[F:16][C:17]([F:23])([F:22])[S:18](Cl)(=[O:20])=[O:19]. The catalyst is C(OCC)C. The product is [Br:3][C:4]1[CH:5]=[CH:6][C:7]([CH:10]([O:15][S:18]([C:17]([F:23])([F:22])[F:16])(=[O:20])=[O:19])[C:11]([F:12])([F:13])[F:14])=[N:8][CH:9]=1. The yield is 0.780. (2) The reactants are [NH2:1][C:2]1[CH:3]=[C:4]([C:8]2[CH:13]=[C:12]([C:14]3[CH:19]=[CH:18][C:17]([F:20])=[CH:16][C:15]=3[O:21][CH2:22][O:23][CH3:24])[N:11]=[C:10]([NH:25][C:26]([C:28]3[O:32][N:31]=[CH:30][CH:29]=3)=[O:27])[C:9]=2[C:33]#[N:34])[CH:5]=[CH:6][CH:7]=1.[C:35]([NH:42][C@@H:43]([CH3:48])[CH2:44][C:45](O)=[O:46])([O:37][C:38]([CH3:41])([CH3:40])[CH3:39])=[O:36].C1C=CC2N(O)N=NC=2C=1. The catalyst is CN(C=O)C.C(=O)([O-])O.[Na+]. The product is [C:38]([O:37][C:35](=[O:36])[NH:42][C@@H:43]([CH3:48])[CH2:44][C:45]([NH:1][C:2]1[CH:7]=[CH:6][CH:5]=[C:4]([C:8]2[CH:13]=[C:12]([C:14]3[CH:19]=[CH:18][C:17]([F:20])=[CH:16][C:15]=3[O:21][CH2:22][O:23][CH3:24])[N:11]=[C:10]([NH:25][C:26]([C:28]3[O:32][N:31]=[CH:30][CH:29]=3)=[O:27])[C:9]=2[C:33]#[N:34])[CH:3]=1)=[O:46])([CH3:41])([CH3:39])[CH3:40]. The yield is 0.890. (3) The reactants are [C:1]1([CH:7](Br)[C:8]2[CH:13]=[CH:12][CH:11]=[CH:10][CH:9]=2)[CH:6]=[CH:5][CH:4]=[CH:3][CH:2]=1.[NH:15]1[CH2:20][CH2:19][O:18][CH2:17][CH2:16]1.C(N(CC)CC)C. The catalyst is C(Cl)(Cl)Cl. The product is [CH:7]([N:15]1[CH2:20][CH2:19][O:18][CH2:17][CH2:16]1)([C:8]1[CH:13]=[CH:12][CH:11]=[CH:10][CH:9]=1)[C:1]1[CH:6]=[CH:5][CH:4]=[CH:3][CH:2]=1. The yield is 0.140. (4) The reactants are [OH:1][C:2]1[CH:7]=[CH:6][C:5]([C:8](=[O:10])[CH3:9])=[C:4]([CH3:11])[CH:3]=1.[Br:12]Br. The catalyst is O1CCOCC1. The product is [Br:12][CH2:9][C:8]([C:5]1[CH:6]=[CH:7][C:2]([OH:1])=[CH:3][C:4]=1[CH3:11])=[O:10]. The yield is 0.810. (5) The reactants are [Br:1][C:2]1[CH:7]=[CH:6][C:5]([C:8]2[O:9][C:10]([CH:16]([CH3:19])[CH2:17][OH:18])=[C:11]([CH:13]([CH3:15])[CH3:14])[N:12]=2)=[CH:4][CH:3]=1.[CH3:20][O:21][C:22](=[O:33])[CH2:23][CH2:24][C:25]1[CH:30]=[CH:29][C:28](O)=[CH:27][C:26]=1[CH3:32].C(P(CCCC)CCCC)CCC.N(C(N1CCCCC1)=O)=NC(N1CCCCC1)=O. The catalyst is C1(C)C=CC=CC=1. The product is [CH3:20][O:21][C:22](=[O:33])[CH2:23][CH2:24][C:25]1[CH:30]=[CH:29][C:28]([O:18][CH2:17][CH:16]([C:10]2[O:9][C:8]([C:5]3[CH:4]=[CH:3][C:2]([Br:1])=[CH:7][CH:6]=3)=[N:12][C:11]=2[CH:13]([CH3:15])[CH3:14])[CH3:19])=[CH:27][C:26]=1[CH3:32]. The yield is 0.920. (6) The reactants are [CH3:1][O:2][C:3]1[CH:18]=[CH:17][C:6]([CH2:7][O:8][CH2:9][C@H:10]2[CH2:14][O:13]C(C)(C)[O:11]2)=[CH:5][CH:4]=1.Cl.C(=O)([O-])O.[Na+]. The catalyst is CO. The product is [CH3:1][O:2][C:3]1[CH:4]=[CH:5][C:6]([CH2:7][O:8][CH2:9][C@H:10]([OH:11])[CH2:14][OH:13])=[CH:17][CH:18]=1. The yield is 0.690. (7) The reactants are [CH3:1][Zn]C.[CH3:4][O:5][C:6]1[C:26]([O:27][CH3:28])=[C:25]([O:29][CH3:30])[CH:24]=[C:23]([CH3:31])[C:7]=1[C:8]([C:10]1[C:11]([O:21][CH3:22])=[N:12][CH:13]=[C:14](Br)[C:15]=1[C:16]([F:19])([F:18])[F:17])=[O:9].O. The catalyst is O1CCCC1.C1C=CC([P]([Pd]([P](C2C=CC=CC=2)(C2C=CC=CC=2)C2C=CC=CC=2)([P](C2C=CC=CC=2)(C2C=CC=CC=2)C2C=CC=CC=2)[P](C2C=CC=CC=2)(C2C=CC=CC=2)C2C=CC=CC=2)(C2C=CC=CC=2)C2C=CC=CC=2)=CC=1. The product is [CH3:4][O:5][C:6]1[C:26]([O:27][CH3:28])=[C:25]([O:29][CH3:30])[CH:24]=[C:23]([CH3:31])[C:7]=1[C:8]([C:10]1[C:11]([O:21][CH3:22])=[N:12][CH:13]=[C:14]([CH3:1])[C:15]=1[C:16]([F:19])([F:18])[F:17])=[O:9]. The yield is 0.960.